Dataset: TCR-epitope binding with 47,182 pairs between 192 epitopes and 23,139 TCRs. Task: Binary Classification. Given a T-cell receptor sequence (or CDR3 region) and an epitope sequence, predict whether binding occurs between them. (1) The epitope is TPRVTGGGAM. The TCR CDR3 sequence is CASSLVGVSKDNEQFF. Result: 1 (the TCR binds to the epitope). (2) The epitope is LPAADLDDF. The TCR CDR3 sequence is CASSQDWGYEQYF. Result: 0 (the TCR does not bind to the epitope). (3) The epitope is EILDITPCSF. The TCR CDR3 sequence is CASSHEATDTQYF. Result: 0 (the TCR does not bind to the epitope). (4) The epitope is KLWAQCVQL. The TCR CDR3 sequence is CASSWYSGHSYNEQFF. Result: 1 (the TCR binds to the epitope). (5) The epitope is VLAWLYAAV. The TCR CDR3 sequence is CASSREVGRGQETQYF. Result: 1 (the TCR binds to the epitope).